This data is from Forward reaction prediction with 1.9M reactions from USPTO patents (1976-2016). The task is: Predict the product of the given reaction. (1) Given the reactants [N+:1]([C:4]1[CH:12]=[CH:11][C:7]([C:8](Cl)=[O:9])=[CH:6][CH:5]=1)([O-:3])=[O:2].Cl.[CH3:14][O:15][C:16](=[O:20])[CH2:17][NH:18][CH3:19].C(N(CC)CC)C, predict the reaction product. The product is: [CH3:14][O:15][C:16](=[O:20])[CH2:17][N:18]([CH3:19])[C:8](=[O:9])[C:7]1[CH:11]=[CH:12][C:4]([N+:1]([O-:3])=[O:2])=[CH:5][CH:6]=1. (2) The product is: [CH3:39][C:34]1[CH:35]=[CH:36][CH:37]=[CH:38][C:33]=1[C:31]1[N:32]=[C:26]([CH:11]2[CH2:12][CH:13]([C:15]3[CH:20]=[CH:19][C:18]([O:21][C:22]([F:23])([F:25])[F:24])=[CH:17][CH:16]=3)[CH2:14][N:9]([C:7]([N:1]3[CH2:6][CH2:5][O:4][CH2:3][CH2:2]3)=[O:8])[CH2:10]2)[O:28][N:30]=1. Given the reactants [N:1]1([C:7]([N:9]2[CH2:14][CH:13]([C:15]3[CH:20]=[CH:19][C:18]([O:21][C:22]([F:25])([F:24])[F:23])=[CH:17][CH:16]=3)[CH2:12][CH:11]([C:26]([OH:28])=O)[CH2:10]2)=[O:8])[CH2:6][CH2:5][O:4][CH2:3][CH2:2]1.O[NH:30][C:31]([C:33]1[CH:38]=[CH:37][CH:36]=[CH:35][C:34]=1[CH3:39])=[NH:32], predict the reaction product. (3) Given the reactants [Br:1][C:2]1[CH:11]=[C:10]2[C:5]([CH2:6][CH2:7][CH2:8][NH:9]2)=[CH:4][CH:3]=1.[C:12]([O:16][C:17](O[C:17]([O:16][C:12]([CH3:15])([CH3:14])[CH3:13])=[O:18])=[O:18])([CH3:15])([CH3:14])[CH3:13], predict the reaction product. The product is: [Br:1][C:2]1[CH:11]=[C:10]2[C:5]([CH2:6][CH2:7][CH2:8][N:9]2[C:17]([O:16][C:12]([CH3:15])([CH3:14])[CH3:13])=[O:18])=[CH:4][CH:3]=1. (4) Given the reactants [CH3:1][O:2][C:3]1[CH:4]=[C:5]2[C:10](=[CH:11][C:12]=1[O:13][CH3:14])[N:9]=[CH:8][CH:7]=[C:6]2[O:15][C:16]1[CH:21]=[CH:20][C:19]([OH:22])=[CH:18][CH:17]=1.[H-].[Na+].COC1C=C2C(=CC=1OC)N=[CH:32][CH:31]=[C:30]2[O:39][C:40]1[CH:45]=[CH:44][C:43](NC(NC2CCNCC2)=O)=[CH:42][CH:41]=1.[C:56](=O)([O-])O.[Na+], predict the reaction product. The product is: [CH3:1][O:2][C:3]1[CH:4]=[C:5]2[C:10](=[CH:11][C:12]=1[O:13][CH3:14])[N:9]=[CH:8][CH:7]=[C:6]2[O:15][C:16]1[CH:17]=[CH:18][C:19]([O:22][CH2:32][CH2:31][CH2:30][O:39][C:40]2[CH:41]=[CH:42][CH:43]=[CH:44][C:45]=2[CH3:56])=[CH:20][CH:21]=1. (5) Given the reactants C1C=CC(C2C=CC=CC=2)=CC=1.C1C=CC(OC2C=CC=CC=2)=CC=1.[CH3:26][O:27][C:28]1[CH:29]=[C:30]([C:34]2[C:35]([C:47]3[CH:52]=[CH:51][N:50]=[CH:49][CH:48]=3)=[N:36][N:37]3[C:42](=[O:43])[C:41](C(O)=O)=[CH:40][NH:39][C:38]=23)[CH:31]=[CH:32][CH:33]=1, predict the reaction product. The product is: [CH3:26][O:27][C:28]1[CH:29]=[C:30]([C:34]2[C:35]([C:47]3[CH:48]=[CH:49][N:50]=[CH:51][CH:52]=3)=[N:36][N:37]3[C:42](=[O:43])[CH:41]=[CH:40][NH:39][C:38]=23)[CH:31]=[CH:32][CH:33]=1.